The task is: Predict the product of the given reaction.. This data is from Forward reaction prediction with 1.9M reactions from USPTO patents (1976-2016). (1) Given the reactants [H-].[Na+].[OH:3][CH2:4][CH2:5][C@@H:6]1[CH2:8][C@@H:7]1[CH:9]1[CH2:14][CH2:13][N:12]([C:15]([O:17][CH2:18][C:19]2[CH:24]=[CH:23][CH:22]=[CH:21][CH:20]=2)=[O:16])[CH2:11][CH2:10]1.Br[C:26]1[CH:31]=[CH:30][C:29]([S:32]([CH3:35])(=[O:34])=[O:33])=[CH:28][N:27]=1, predict the reaction product. The product is: [CH3:35][S:32]([C:29]1[CH:30]=[CH:31][C:26]([O:3][CH2:4][CH2:5][C@@H:6]2[CH2:8][C@@H:7]2[CH:9]2[CH2:14][CH2:13][N:12]([C:15]([O:17][CH2:18][C:19]3[CH:20]=[CH:21][CH:22]=[CH:23][CH:24]=3)=[O:16])[CH2:11][CH2:10]2)=[N:27][CH:28]=1)(=[O:34])=[O:33]. (2) Given the reactants [OH-].[Na+].[NH:3]1[C:7]([C:8]([O:10]CC)=O)=[CH:6][C:5]([C:13]([O:15][CH2:16][CH3:17])=[O:14])=[N:4]1.Cl.Cl[CH2:20][CH2:21][NH2:22].Cl, predict the reaction product. The product is: [O:10]=[C:8]1[NH:22][CH2:21][CH2:20][N:3]2[N:4]=[C:5]([C:13]([O:15][CH2:16][CH3:17])=[O:14])[CH:6]=[C:7]12. (3) Given the reactants [CH2:1]([C:9]1[CH:21]=[CH:20][C:12]([C:13]([O:15]C(C)(C)C)=[O:14])=[C:11]([NH:22][C:23]2[CH:28]=[CH:27][CH:26]=[CH:25][C:24]=2[C:29]([F:32])([F:31])[F:30])[CH:10]=1)[CH2:2][C:3]1[CH:8]=[CH:7][CH:6]=[CH:5][CH:4]=1, predict the reaction product. The product is: [CH2:1]([C:9]1[CH:21]=[CH:20][C:12]([C:13]([OH:15])=[O:14])=[C:11]([NH:22][C:23]2[CH:28]=[CH:27][CH:26]=[CH:25][C:24]=2[C:29]([F:30])([F:31])[F:32])[CH:10]=1)[CH2:2][C:3]1[CH:4]=[CH:5][CH:6]=[CH:7][CH:8]=1. (4) Given the reactants N([O-])=O.[Na+].N[C:6]1[CH:7]=[CH:8][C:9]([Br:15])=[C:10]([CH:14]=1)[C:11]([OH:13])=[O:12].[C:16]([Cu])#[N:17].[C-]#N.[Na+], predict the reaction product. The product is: [Br:15][C:9]1[CH:8]=[CH:7][C:6]([C:16]#[N:17])=[CH:14][C:10]=1[C:11]([OH:13])=[O:12].